Dataset: Reaction yield outcomes from USPTO patents with 853,638 reactions. Task: Predict the reaction yield, written as a fraction of the theoretical maximum amount of product (1.0 means a 100% yield; for example, 0.34 means a 34% yield). (1) The reactants are [C:1]([O:5][C:6]([NH:8][C:9]1[O:17][C:16]2[C:11](=[N:12][CH:13]=[CH:14][CH:15]=2)[C:10]=1[C:18]([O:20]CC)=[O:19])=[O:7])([CH3:4])([CH3:3])[CH3:2].O[Li].O. The catalyst is C1COCC1.CO.O. The product is [C:1]([O:5][C:6]([NH:8][C:9]1[O:17][C:16]2[C:11](=[N:12][CH:13]=[CH:14][CH:15]=2)[C:10]=1[C:18]([OH:20])=[O:19])=[O:7])([CH3:4])([CH3:2])[CH3:3]. The yield is 0.940. (2) The reactants are [Br:1][C:2]1[CH:7]=[CH:6][N:5]=[C:4]([Cl:8])[CH:3]=1.C([N-]C(C)C)(C)C.[Li+].CN([CH:20]=[O:21])C. The catalyst is O1CCCC1. The product is [Br:1][C:2]1[C:3]([CH:20]=[O:21])=[C:4]([Cl:8])[N:5]=[CH:6][CH:7]=1. The yield is 0.290.